From a dataset of Forward reaction prediction with 1.9M reactions from USPTO patents (1976-2016). Predict the product of the given reaction. Given the reactants [Cl:1][C:2]1[C:7]([CH:8]=[O:9])=[C:6]([N:10]2[CH:19]=[CH:18][C:17]3[C:12](=[C:13]([F:23])[CH:14]=[C:15]([CH:20]4[CH2:22][CH2:21]4)[CH:16]=3)[C:11]2=[O:24])[N:5]=[CH:4][CH:3]=1.[BH4-].[Na+].[Cl-].[NH4+], predict the reaction product. The product is: [Cl:1][C:2]1[CH:3]=[CH:4][N:5]=[C:6]([N:10]2[CH:19]=[CH:18][C:17]3[C:12](=[C:13]([F:23])[CH:14]=[C:15]([CH:20]4[CH2:22][CH2:21]4)[CH:16]=3)[C:11]2=[O:24])[C:7]=1[CH2:8][OH:9].